This data is from Choline transporter screen with 302,306 compounds. The task is: Binary Classification. Given a drug SMILES string, predict its activity (active/inactive) in a high-throughput screening assay against a specified biological target. The compound is O(c1cc(ccc1OC)C(=O)NCC(=O)N\N=C\C(=C/c1occc1)C)C. The result is 0 (inactive).